This data is from Catalyst prediction with 721,799 reactions and 888 catalyst types from USPTO. The task is: Predict which catalyst facilitates the given reaction. (1) Reactant: [CH:1]1([N:4]2[C:13]3[C:8](=[CH:9][CH:10]=[CH:11][CH:12]=3)[N:7](O)[C:6](=[O:15])[C:5]2=[O:16])[CH2:3][CH2:2]1.C1(P(C2C=CC=CC=2)C2C=CC=CC=2)C=CC=CC=1.ClCCl. Product: [CH:1]1([N:4]2[C:13]3[C:8](=[CH:9][CH:10]=[CH:11][CH:12]=3)[NH:7][C:6](=[O:15])[C:5]2=[O:16])[CH2:3][CH2:2]1. The catalyst class is: 9. (2) Reactant: C(OC(=O)[NH:7][C:8]1[CH:13]=[C:12]([O:14][CH2:15][C:16]([F:19])([F:18])[F:17])[C:11]([C:20]([F:23])([F:22])[F:21])=[CH:10][C:9]=1[NH:24][C:25](=[O:45])[CH2:26][C:27]([C:29]1[CH:34]=[CH:33][CH:32]=[C:31]([C:35]2[CH:40]=[CH:39][N:38]=[C:37]([CH2:41][CH:42](C)C)[CH:36]=2)[CH:30]=1)=O)(C)(C)C.C(O)(C(F)(F)F)=O. Product: [CH2:41]([C:37]1[CH:36]=[C:35]([C:31]2[CH:30]=[C:29]([C:27]3[CH2:26][C:25](=[O:45])[NH:24][C:9]4[CH:10]=[C:11]([C:20]([F:21])([F:23])[F:22])[C:12]([O:14][CH2:15][C:16]([F:17])([F:19])[F:18])=[CH:13][C:8]=4[N:7]=3)[CH:34]=[CH:33][CH:32]=2)[CH:40]=[CH:39][N:38]=1)[CH3:42]. The catalyst class is: 2. (3) Reactant: [OH:1][C@H:2]1[O:10][C@H:9]([CH2:11][OH:12])[C@@H:7]([OH:8])[C@H:5]([OH:6])[C@H:3]1[OH:4]. Product: [O:1]=[CH:2][C@@H:3]([C@H:5]([C@H:7]([C@@H:9]([CH2:11][OH:12])[OH:10])[OH:8])[OH:6])[OH:4].[CH2:11]([OH:12])[C@H:9]1[O:10][C@H:2]([O:1][C@H:7]2[C@H:5]([OH:6])[C@@H:3]([OH:4])[C@H:2]([OH:1])[O:10][C@@H:9]2[CH2:11][OH:12])[C@H:3]([OH:4])[C@@H:5]([OH:6])[C@@H:7]1[OH:8].[CH2:11]([OH:12])[C@H:9]1[O:10][C@@H:2]([O:1][C@H:7]2[C@H:5]([OH:6])[C@@H:3]([OH:4])[C@H:2]([OH:1])[O:10][C@@H:9]2[CH2:11][OH:12])[C@H:3]([OH:4])[C@@H:5]([OH:6])[C@@H:7]1[OH:8].[OH:1][C@H:2]1[O:10][C@H:9]([CH2:11][OH:12])[C@H:7]([OH:8])[C@H:5]([OH:6])[C@H:3]1[OH:4]. The catalyst class is: 9. (4) Reactant: Br[CH2:2][CH2:3][CH2:4][CH2:5][C:6]([O:8][CH2:9][CH3:10])=[O:7].[Br:11][C:12]1[CH:17]=[CH:16][C:15]([OH:18])=[C:14]([CH:19]=[O:20])[CH:13]=1.C(=O)([O-])[O-].[K+].[K+].O. Product: [Br:11][C:12]1[CH:17]=[CH:16][C:15]([O:18][CH2:2][CH2:3][CH2:4][CH2:5][C:6]([O:8][CH2:9][CH3:10])=[O:7])=[C:14]([CH:19]=[O:20])[CH:13]=1. The catalyst class is: 3. (5) Reactant: CS(O)(=O)=O.O=P12OP3(OP(OP(O3)(O1)=O)(=O)O2)=O.[N:20]1[CH:25]=[CH:24][CH:23]=[CH:22][C:21]=1[N:26]1[C:30]([NH:31][C:32]2[CH:40]=[CH:39][CH:38]=[CH:37][C:33]=2[C:34]([OH:36])=O)=[CH:29][CH:28]=[N:27]1.[OH-].[Na+]. Product: [N:20]1[CH:25]=[CH:24][CH:23]=[CH:22][C:21]=1[N:26]1[C:30]2[NH:31][C:32]3[C:33]([C:34](=[O:36])[C:29]=2[CH:28]=[N:27]1)=[CH:37][CH:38]=[CH:39][CH:40]=3. The catalyst class is: 6. (6) Reactant: [Cl:1][C:2]1[CH:3]=[N+:4]([O-])[CH:5]=[CH:6][CH:7]=1.C[Si](C[C:14]#[N:15])(C)C.C(N(CC)CC)C. Product: [Cl:1][C:2]1[C:3]([C:14]#[N:15])=[N:4][CH:5]=[CH:6][CH:7]=1. The catalyst class is: 10. (7) Reactant: FC1C=C(C2CCNCC2)C(C)=CC=1[NH:15][C:16]1[N:21]=[C:20]([NH:22][C:23]2[CH:27]=[C:26]([CH3:28])[NH:25][N:24]=2)[C:19]([C:29]([F:32])([F:31])[F:30])=[CH:18][N:17]=1.BrCC1CC1(F)F.C(N(CC)CC)C. Product: [CH3:28][C:26]1[NH:25][N:24]=[C:23]([NH:22][C:20]2[C:19]([C:29]([F:32])([F:31])[F:30])=[CH:18][N:17]=[C:16]([NH2:15])[N:21]=2)[CH:27]=1. The catalyst class is: 3.